Dataset: Forward reaction prediction with 1.9M reactions from USPTO patents (1976-2016). Task: Predict the product of the given reaction. (1) Given the reactants [NH2:1][C:2]1[C:7]([C:8]([O:10][CH2:11][CH3:12])=[O:9])=[C:6]([CH3:13])[N:5]=[C:4]2[S:14][C:15]([Br:17])=[CH:16][C:3]=12.CC(C)([O-])C.[Na+].[C:24]1([S:30](Cl)(=[O:32])=[O:31])[CH:29]=[CH:28][CH:27]=[CH:26][CH:25]=1, predict the reaction product. The product is: [Br:17][C:15]1[S:14][C:4]2=[N:5][C:6]([CH3:13])=[C:7]([C:8]([O:10][CH2:11][CH3:12])=[O:9])[C:2]([NH:1][S:30]([C:24]3[CH:29]=[CH:28][CH:27]=[CH:26][CH:25]=3)(=[O:32])=[O:31])=[C:3]2[CH:16]=1. (2) Given the reactants [C:1]([C:3]1[CH:4]=[C:5]([C:10](=[S:17])[NH:11][CH2:12][Si:13]([CH3:16])([CH3:15])[CH3:14])[CH:6]=[CH:7][C:8]=1[F:9])#[N:2].[C:18](=O)(O)O.[K].[K].IC, predict the reaction product. The product is: [CH3:18][S:17][C:10]([C:5]1[CH:6]=[CH:7][C:8]([F:9])=[C:3]([C:1]#[N:2])[CH:4]=1)=[N:11][CH2:12][Si:13]([CH3:14])([CH3:16])[CH3:15]. (3) Given the reactants [F:1][C:2]1[C:7]2[CH2:8][CH2:9][CH2:10][C:11](=[O:13])[NH:12][C:6]=2[CH:5]=[CH:4][CH:3]=1.CN(CCN(C)C)C.[I:22][Si](C)(C)C.II, predict the reaction product. The product is: [F:1][C:2]1[C:7]2[CH2:8][CH2:9][CH:10]([I:22])[C:11](=[O:13])[NH:12][C:6]=2[CH:5]=[CH:4][CH:3]=1. (4) Given the reactants I[C:2]1[CH:7]=[CH:6][C:5]([CH2:8][CH2:9][CH2:10][C:11]([OH:13])=[O:12])=[CH:4][CH:3]=1.[C:14]([Zn]C#N)#[N:15], predict the reaction product. The product is: [C:14]([C:2]1[CH:7]=[CH:6][C:5]([CH2:8][CH2:9][CH2:10][C:11]([OH:13])=[O:12])=[CH:4][CH:3]=1)#[N:15]. (5) The product is: [C:19]1([C:25]([NH:27][C:28]2[CH:29]=[C:30]([C:31]([NH:1][C:2]3[CH:7]=[CH:6][C:5]([C@@H:8]4[CH2:10][C@H:9]4[NH:11][C:12](=[O:18])[O:13][C:14]([CH3:15])([CH3:17])[CH3:16])=[CH:4][CH:3]=3)=[O:32])[CH:34]=[CH:35][CH:36]=2)=[O:26])[CH:24]=[CH:23][CH:22]=[CH:21][CH:20]=1. Given the reactants [NH2:1][C:2]1[CH:7]=[CH:6][C:5]([C@@H:8]2[CH2:10][C@H:9]2[NH:11][C:12](=[O:18])[O:13][C:14]([CH3:17])([CH3:16])[CH3:15])=[CH:4][CH:3]=1.[C:19]1([C:25]([NH:27][C:28]2[CH:29]=[C:30]([CH:34]=[CH:35][CH:36]=2)[C:31](O)=[O:32])=[O:26])[CH:24]=[CH:23][CH:22]=[CH:21][CH:20]=1.Cl.C(N=C=NCCCN(C)C)C.ON1C2C=CC=CC=2N=N1, predict the reaction product. (6) Given the reactants [Br:1][C:2]1[CH:7]=[CH:6][C:5]([C@H:8]([NH:13][C@H:14]([C:19]([NH:21][C@H:22]([C:31]#[N:32])[CH2:23][C:24]2[CH:29]=[CH:28][C:27](I)=[CH:26][CH:25]=2)=[O:20])[CH2:15][CH:16]([CH3:18])[CH3:17])[C:9]([F:12])([F:11])[F:10])=[CH:4][CH:3]=1.[Na+].[CH3:34][S:35]([O-])(=[O:37])=[O:36], predict the reaction product. The product is: [C:31]([C@@H:22]([NH:21][C:19](=[O:20])[C@@H:14]([NH:13][C@@H:8]([C:5]1[CH:6]=[CH:7][C:2]([Br:1])=[CH:3][CH:4]=1)[C:9]([F:12])([F:11])[F:10])[CH2:15][CH:16]([CH3:18])[CH3:17])[CH2:23][C:24]1[CH:29]=[CH:28][C:27]([S:35]([CH3:34])(=[O:37])=[O:36])=[CH:26][CH:25]=1)#[N:32]. (7) Given the reactants O.O.Cl.[NH2:4][C:5]1[N:14]=[C:13]([NH2:15])[C:12]2[C:7](=[N:8][CH:9]=[C:10]([CH2:16][N:17]([CH3:27])[C:18]3[CH:26]=[CH:25][C:21]([C:22](O)=[O:23])=[CH:20][CH:19]=3)[N:11]=2)[N:6]=1.NC1N=C(N)C2C(=NC=C(CN(C3C=CC(C(O)=O)=CC=3)C)N=2)N=1.O.O.C(P(=O)(OCC)OCC)#N.CCN(C(C)C)C(C)C.C(O)(=O)C(O)=O.[CH2:79]([O:81][P:82]([CH2:87][CH2:88][NH2:89])(=[O:86])[O:83][CH2:84][CH3:85])[CH3:80], predict the reaction product. The product is: [CH2:84]([O:83][P:82]([CH2:87][CH2:88][NH:89][C:22](=[O:23])[C:21]1[CH:20]=[CH:19][C:18]([N:17]([CH2:16][C:10]2[N:11]=[C:12]3[C:7](=[N:8][CH:9]=2)[N:6]=[C:5]([NH2:4])[N:14]=[C:13]3[NH2:15])[CH3:27])=[CH:26][CH:25]=1)(=[O:86])[O:81][CH2:79][CH3:80])[CH3:85]. (8) Given the reactants [Br:1][C:2]1[C:3]([CH3:12])=[C:4]([S:8](Cl)(=[O:10])=[O:9])[CH:5]=[CH:6][CH:7]=1.[C:13]12([NH2:23])[CH2:22][CH:17]3[CH2:18][CH:19]([CH2:21][CH:15]([CH2:16]3)[CH2:14]1)[CH2:20]2.C(N(C(C)C)CC)(C)C, predict the reaction product. The product is: [Br:1][C:2]1[C:3]([CH3:12])=[C:4]([S:8]([NH:23][C:13]23[CH2:14][CH:15]4[CH2:21][CH:19]([CH2:18][CH:17]([CH2:16]4)[CH2:22]2)[CH2:20]3)(=[O:10])=[O:9])[CH:5]=[CH:6][CH:7]=1.